Predict the product of the given reaction. From a dataset of Forward reaction prediction with 1.9M reactions from USPTO patents (1976-2016). (1) Given the reactants [H-].[Na+].[F:3][C:4]1[CH:22]=[C:21]([CH2:23][OH:24])[CH:20]=[CH:19][C:5]=1[O:6][C:7]1[CH:14]=[CH:13][C:10]([C:11]#[N:12])=[C:9]([C:15]([F:18])([F:17])[F:16])[CH:8]=1.Cl[C:26]1[CH:27]=[C:28]2[N:35]([C:36]([O:38][C:39]([CH3:42])([CH3:41])[CH3:40])=[O:37])[CH2:34][CH2:33][N:29]2[C:30](=[O:32])[N:31]=1, predict the reaction product. The product is: [C:11]([C:10]1[CH:13]=[CH:14][C:7]([O:6][C:5]2[CH:19]=[CH:20][C:21]([CH2:23][O:24][C:26]3[CH:27]=[C:28]4[N:35]([C:36]([O:38][C:39]([CH3:42])([CH3:41])[CH3:40])=[O:37])[CH2:34][CH2:33][N:29]4[C:30](=[O:32])[N:31]=3)=[CH:22][C:4]=2[F:3])=[CH:8][C:9]=1[C:15]([F:18])([F:16])[F:17])#[N:12]. (2) Given the reactants [NH2:1][C:2]1[N:7]=[C:6]([N:8]2[CH2:29][CH2:28][C:11]3([CH2:15][N:14]([C:16]([O:18][C:19]([CH3:22])([CH3:21])[CH3:20])=[O:17])[C@H:13]([C:23]([O:25][CH2:26][CH3:27])=[O:24])[CH2:12]3)[CH2:10][CH2:9]2)[CH:5]=[C:4]([CH2:30][O:31][C:32]2[CH:37]=[CH:36][C:35](Br)=[CH:34][CH:33]=2)[N:3]=1.[CH3:39][C:40]1[C:48]2[C:43](=[CH:44][C:45](B3OC(C)(C)C(C)(C)O3)=[CH:46][CH:47]=2)[NH:42][N:41]=1.C([O-])([O-])=O.[Na+].[Na+], predict the reaction product. The product is: [NH2:1][C:2]1[N:7]=[C:6]([N:8]2[CH2:29][CH2:28][C:11]3([CH2:15][N:14]([C:16]([O:18][C:19]([CH3:22])([CH3:21])[CH3:20])=[O:17])[C@H:13]([C:23]([O:25][CH2:26][CH3:27])=[O:24])[CH2:12]3)[CH2:10][CH2:9]2)[CH:5]=[C:4]([CH2:30][O:31][C:32]2[CH:37]=[CH:36][C:35]([C:45]3[CH:44]=[C:43]4[C:48]([C:40]([CH3:39])=[N:41][NH:42]4)=[CH:47][CH:46]=3)=[CH:34][CH:33]=2)[N:3]=1. (3) Given the reactants [Br:1][C:2]1[N:3]=[C:4]([CH:26]([NH:38][C:39]2[CH:40]=[C:41]3[C:46](=[CH:47][CH:48]=2)[C:45]([N:49]([C:57]([O:59][C:60]([CH3:63])([CH3:62])[CH3:61])=[O:58])[C:50]([O:52][C:53]([CH3:56])([CH3:55])[CH3:54])=[O:51])=[N:44][CH:43]=[CH:42]3)[C:27]2[CH:32]=[C:31]([CH2:33][CH3:34])[CH:30]=[C:29](OC)[C:28]=2[F:37])[N:5]([C:7]([C:20]2[CH:25]=[CH:24][CH:23]=[CH:22][CH:21]=2)([C:14]2[CH:19]=[CH:18][CH:17]=[CH:16][CH:15]=2)[C:8]2[CH:13]=[CH:12][CH:11]=[CH:10][CH:9]=2)[CH:6]=1.BrC1N=C(C(O)C2C(F)=C([N:98]3[CH2:102][CH2:101][CH2:100][C:99]3=[O:103])C=C(CC)C=2)N(C(C2C=CC=CC=2)(C2C=CC=CC=2)C2C=CC=CC=2)C=1.BrC1N=C(C(Cl)C2C=C(CC)C=C(OC)C=2F)N(C(C2C=CC=CC=2)(C2C=CC=CC=2)C2C=CC=CC=2)C=1.NC1C=C2C(=CC=1)C(N(C(OC(C)(C)C)=O)C(OC(C)(C)C)=O)=NC=C2, predict the reaction product. The product is: [Br:1][C:2]1[N:3]=[C:4]([CH:26]([NH:38][C:39]2[CH:40]=[C:41]3[C:46](=[CH:47][CH:48]=2)[C:45]([N:49]([C:50]([O:52][C:53]([CH3:56])([CH3:55])[CH3:54])=[O:51])[C:57]([O:59][C:60]([CH3:62])([CH3:63])[CH3:61])=[O:58])=[N:44][CH:43]=[CH:42]3)[C:27]2[CH:32]=[C:31]([CH2:33][CH3:34])[CH:30]=[C:29]([N:98]3[CH2:102][CH2:101][CH2:100][C:99]3=[O:103])[C:28]=2[F:37])[N:5]([C:7]([C:8]2[CH:13]=[CH:12][CH:11]=[CH:10][CH:9]=2)([C:20]2[CH:21]=[CH:22][CH:23]=[CH:24][CH:25]=2)[C:14]2[CH:19]=[CH:18][CH:17]=[CH:16][CH:15]=2)[CH:6]=1. (4) Given the reactants [F:1][C:2]1[CH:7]=[CH:6][C:5](Br)=[CH:4][CH:3]=1.[Li]CCCC.[Cl:14][C:15]1[N:20]=[C:19]([Cl:21])[CH:18]=[CH:17][N:16]=1.C(O)(=O)C.O.C(C1C(=O)C(Cl)=C(Cl)C(=O)C=1C#N)#N.[OH-].[Na+], predict the reaction product. The product is: [Cl:14][C:15]1[N:20]=[C:19]([Cl:21])[CH:18]=[C:17]([C:5]2[CH:6]=[CH:7][C:2]([F:1])=[CH:3][CH:4]=2)[N:16]=1. (5) Given the reactants [CH3:1][C:2]1[CH:11]=[CH:10][C:9]2[C:4](=[N:5][CH:6]=[CH:7][CH:8]=2)[N:3]=1, predict the reaction product. The product is: [CH3:1][C:2]1[CH:11]=[CH:10][C:9]2[CH2:8][CH2:7][CH2:6][NH:5][C:4]=2[N:3]=1. (6) Given the reactants Br[C:2]1[CH:38]=[CH:37][C:5]([CH2:6][N:7]2[C:11]3[CH:12]=[CH:13][C:14]([O:16][CH2:17][C:18]4[CH:27]=[CH:26][C:25]5[C:20](=[CH:21][CH:22]=[CH:23][CH:24]=5)[N:19]=4)=[CH:15][C:10]=3[N:9]=[C:8]2[C@@H:28]2[C@H:30]([C:31]([O:33]C)=[O:32])[C:29]2([CH3:36])[CH3:35])=[C:4]([F:39])[CH:3]=1.[F:40][C:41]1[CH:42]=[C:43](B(O)O)[CH:44]=[CH:45][C:46]=1[F:47], predict the reaction product. The product is: [CH3:35][C:29]1([CH3:36])[C@H:28]([C:8]2[N:7]([CH2:6][C:5]3[CH:37]=[CH:38][C:2]([C:44]4[CH:43]=[CH:42][C:41]([F:40])=[C:46]([F:47])[CH:45]=4)=[CH:3][C:4]=3[F:39])[C:11]3[CH:12]=[CH:13][C:14]([O:16][CH2:17][C:18]4[CH:27]=[CH:26][C:25]5[C:20](=[CH:21][CH:22]=[CH:23][CH:24]=5)[N:19]=4)=[CH:15][C:10]=3[N:9]=2)[C@@H:30]1[C:31]([OH:33])=[O:32]. (7) Given the reactants [OH:1][CH2:2][C:3]([C@@H:5]([C@H:7]([C@H:9]([CH2:11]O)[OH:10])[OH:8])[OH:6])=[O:4].[O:13]=[CH:14][C@H:15]([C@@H:17]([C@H:19]([C@H:21]([CH2:23]O)[OH:22])[OH:20])[OH:18])[OH:16], predict the reaction product. The product is: [O:1]=[CH:2][C@H:3]([C@@H:5]([C@H:7]([C@H:9]([CH3:11])[OH:10])[OH:8])[OH:6])[OH:4].[OH:13][CH2:14][C:15]([C@@H:17]([C@H:19]([C@H:21]([CH3:23])[OH:22])[OH:20])[OH:18])=[O:16]. (8) Given the reactants Cl.[CH2:2]1[C:11]2[C:6](=[CH:7][C:8]([C:12]([O:14][CH3:15])=[O:13])=[CH:9][CH:10]=2)[CH2:5][CH2:4][NH:3]1.[Br:16][C:17]1[CH:24]=[CH:23][C:20]([CH2:21]Br)=[CH:19][CH:18]=1.C([O-])([O-])=O.[K+].[K+].CCOC(C)=O, predict the reaction product. The product is: [Br:16][C:17]1[CH:24]=[CH:23][C:20]([CH2:21][N:3]2[CH2:4][CH2:5][C:6]3[C:11](=[CH:10][CH:9]=[C:8]([C:12]([O:14][CH3:15])=[O:13])[CH:7]=3)[CH2:2]2)=[CH:19][CH:18]=1. (9) Given the reactants [O:1]=[C:2]1[CH2:7][CH2:6][N:5]([C:8]([O:10][CH2:11][C:12]2[CH:17]=[CH:16][CH:15]=[CH:14][CH:13]=2)=[O:9])[CH2:4][CH2:3]1.[CH2:18](O)[CH:19]=[CH2:20].N1CCCC1C(O)=O, predict the reaction product. The product is: [CH2:20]([CH:7]1[C:2](=[O:1])[CH2:3][CH2:4][N:5]([C:8]([O:10][CH2:11][C:12]2[CH:17]=[CH:16][CH:15]=[CH:14][CH:13]=2)=[O:9])[CH2:6]1)[CH:19]=[CH2:18].